This data is from Reaction yield outcomes from USPTO patents with 853,638 reactions. The task is: Predict the reaction yield, written as a fraction of the theoretical maximum amount of product (1.0 means a 100% yield; for example, 0.34 means a 34% yield). (1) The reactants are BrC1C=C(C=CC=1)/[CH:5]=[N:6]/[N:7]=[CH:8]/[C:9]1[CH:14]=[CH:13][CH:12]=[C:11]([Br:15])[CH:10]=1.[Cl-].[Al+3].[Cl-].[Cl-].[Br-].[Al+3].[Br-].[Br-]. The catalyst is O. The product is [Br:15][C:11]1[CH:12]=[CH:13][CH:14]=[C:9]2[C:10]=1[CH:5]=[N:6][N:7]=[CH:8]2. The yield is 0.420. (2) The reactants are FC(F)(F)C(OC(=O)C(F)(F)F)=O.CS(C)=O.[CH3:18][O:19][C:20](=[O:36])[CH2:21][O:22][CH2:23]/[CH:24]=[CH:25]\[CH2:26][N:27]1[C:32](=[O:33])[CH2:31][CH2:30][CH2:29][C@@H:28]1[CH2:34][OH:35].C(N(CC)CC)C. The catalyst is C(Cl)Cl. The product is [CH3:18][O:19][C:20](=[O:36])[CH2:21][O:22][CH2:23]/[CH:24]=[CH:25]\[CH2:26][N:27]1[C:32](=[O:33])[CH2:31][CH2:30][CH2:29][C@@H:28]1[CH:34]=[O:35]. The yield is 0.690. (3) The reactants are [N:1]1[CH:6]=[CH:5][CH:4]=[CH:3][C:2]=1[CH2:7][CH2:8][NH2:9].[CH2:10]([O:12][C:13]1[CH:18]=[CH:17][C:16]([N:19]=[C:20]=[O:21])=[CH:15][CH:14]=1)[CH3:11]. No catalyst specified. The product is [CH2:10]([O:12][C:13]1[CH:18]=[CH:17][C:16]([NH:19][C:20]([NH:9][CH2:8][CH2:7][C:2]2[CH:3]=[CH:4][CH:5]=[CH:6][N:1]=2)=[O:21])=[CH:15][CH:14]=1)[CH3:11]. The yield is 0.950. (4) The reactants are [CH:1]1([C:4]([N:6]2[CH2:10][CH2:9][C@@H:8]([CH2:11][C:12]3[N:13]([C:18]4[CH:23]=[CH:22][C:21](B5OC(C)(C)C(C)(C)O5)=[CH:20][CH:19]=4)[C:14](=[O:17])[NH:15][N:16]=3)[CH2:7]2)=[O:5])[CH2:3][CH2:2]1.Br[C:34]1[CH:35]=[C:36]([F:43])[C:37]2[O:41][CH:40]=[CH:39][C:38]=2[CH:42]=1.C(=O)([O-])[O-].[K+].[K+]. The catalyst is O1CCOCC1.C1C=CC(P(C2C=CC=CC=2)[C-]2C=CC=C2)=CC=1.C1C=CC(P(C2C=CC=CC=2)[C-]2C=CC=C2)=CC=1.Cl[Pd]Cl.[Fe+2].ClCCl. The product is [CH:1]1([C:4]([N:6]2[CH2:10][CH2:9][C@@H:8]([CH2:11][C:12]3[N:13]([C:18]4[CH:23]=[CH:22][C:21]([C:34]5[CH:35]=[C:36]([F:43])[C:37]6[O:41][CH:40]=[CH:39][C:38]=6[CH:42]=5)=[CH:20][CH:19]=4)[C:14](=[O:17])[NH:15][N:16]=3)[CH2:7]2)=[O:5])[CH2:3][CH2:2]1. The yield is 0.470. (5) The reactants are [Cl:1][C:2]1[CH:7]=[CH:6][C:5]([CH:8]2[C:17](=O)[C:16]3[C:15]([C:19]([O:21]CC)=O)=[CH:14][CH:13]=[CH:12][C:11]=3[NH:10][CH:9]2[C:24]2[CH:29]=[CH:28][C:27]([CH2:30][N:31]([CH2:34][CH3:35])[CH2:32][CH3:33])=[CH:26][CH:25]=2)=[CH:4][CH:3]=1.O.[NH2:37][NH2:38]. The catalyst is CO. The product is [Cl:1][C:2]1[CH:3]=[CH:4][C:5]([CH:8]2[C:17]3=[N:37][NH:38][C:19](=[O:21])[C:15]4[CH:14]=[CH:13][CH:12]=[C:11]([C:16]=43)[NH:10][CH:9]2[C:24]2[CH:25]=[CH:26][C:27]([CH2:30][N:31]([CH2:34][CH3:35])[CH2:32][CH3:33])=[CH:28][CH:29]=2)=[CH:6][CH:7]=1. The yield is 0.370. (6) The reactants are CO[C:3](=[O:30])[C:4]1[CH:9]=[CH:8][C:7]([N:10]2[CH:14]=[C:13]([C:15]3[C:16]([C:24]4[CH:29]=[CH:28][CH:27]=[CH:26][CH:25]=4)=[N:17][O:18][C:19]=3[C:20]([F:23])([F:22])[F:21])[N:12]=[CH:11]2)=[N:6][CH:5]=1.[NH2:31][CH:32]1[CH2:37][CH2:36][O:35][CH2:34][CH2:33]1. No catalyst specified. The product is [C:24]1([C:16]2[C:15]([C:13]3[N:12]=[CH:11][N:10]([C:7]4[CH:8]=[CH:9][C:4]([C:3]([NH:31][CH:32]5[CH2:37][CH2:36][O:35][CH2:34][CH2:33]5)=[O:30])=[CH:5][N:6]=4)[CH:14]=3)=[C:19]([C:20]([F:22])([F:21])[F:23])[O:18][N:17]=2)[CH:29]=[CH:28][CH:27]=[CH:26][CH:25]=1. The yield is 0.860. (7) The reactants are P(OCC)(OCC)(O[C:4]1[N:9]=[C:8]([C:10]2[C:18]3[C:13](=[N:14][CH:15]=[C:16]([C:19]([F:22])([F:21])[F:20])[CH:17]=3)[N:12]([S:23]([C:26]3[CH:32]=[CH:31][C:29]([CH3:30])=[CH:28][CH:27]=3)(=[O:25])=[O:24])[CH:11]=2)[C:7]([C:33]#[N:34])=[CH:6][N:5]=1)=O.[NH2:41][C@@H:42]([CH:44]1[CH2:49][CH2:48][N:47]([C:50]([O:52][C:53]([CH3:56])([CH3:55])[CH3:54])=[O:51])[CH2:46][CH2:45]1)[CH3:43].C(N(C(C)C)CC)(C)C. The catalyst is C1COCC1.C(OCC)(=O)C. The product is [C:33]([C:7]1[C:8]([C:10]2[C:18]3[C:13](=[N:14][CH:15]=[C:16]([C:19]([F:22])([F:21])[F:20])[CH:17]=3)[N:12]([S:23]([C:26]3[CH:27]=[CH:28][C:29]([CH3:30])=[CH:31][CH:32]=3)(=[O:24])=[O:25])[CH:11]=2)=[N:9][C:4]([NH:41][C@@H:42]([CH:44]2[CH2:45][CH2:46][N:47]([C:50]([O:52][C:53]([CH3:54])([CH3:56])[CH3:55])=[O:51])[CH2:48][CH2:49]2)[CH3:43])=[N:5][CH:6]=1)#[N:34]. The yield is 0.840. (8) The catalyst is ClCCl. The product is [CH3:37][O:36][C:34](=[O:35])[NH:8][C:6]1[CH:5]=[CH:4][C:3]([C:9]2[CH:14]=[CH:13][N:12]=[C:11]([C@@H:15]([NH:19][C:20]([O:21][C:22]([CH3:25])([CH3:24])[CH3:23])=[O:26])[CH2:16][CH:17]=[CH2:18])[CH:10]=2)=[C:2]([NH2:1])[CH:7]=1. The reactants are [NH2:1][C:2]1[CH:7]=[C:6]([NH2:8])[CH:5]=[CH:4][C:3]=1[C:9]1[CH:14]=[CH:13][N:12]=[C:11]([C@@H:15]([NH:19][C:20](=[O:26])[O:21][C:22]([CH3:25])([CH3:24])[CH3:23])[CH2:16][CH:17]=[CH2:18])[CH:10]=1.N1C=CC=CC=1.Cl[C:34]([O:36][CH3:37])=[O:35]. The yield is 0.880.